This data is from Catalyst prediction with 721,799 reactions and 888 catalyst types from USPTO. The task is: Predict which catalyst facilitates the given reaction. (1) Reactant: [NH:1]1[CH2:6][CH2:5][C:4](=[CH:7][C:8]2[CH:9]=[C:10]([CH:23]=[CH:24][CH:25]=2)[O:11][C:12]2[CH:17]=[CH:16][C:15]([N:18]3[CH2:22][CH2:21][CH2:20][CH2:19]3)=[CH:14][N:13]=2)[CH2:3][CH2:2]1.[N:26]1[CH:31]=[CH:30][CH:29]=[C:28]([NH:32][C:33](=O)[O:34]C2C=CC=CC=2)[CH:27]=1.C(N(CC)CC)C. Product: [N:18]1([C:15]2[CH:16]=[CH:17][C:12]([O:11][C:10]3[CH:9]=[C:8]([CH:25]=[CH:24][CH:23]=3)[CH:7]=[C:4]3[CH2:5][CH2:6][N:1]([C:33]([NH:32][C:28]4[CH:27]=[N:26][CH:31]=[CH:30][CH:29]=4)=[O:34])[CH2:2][CH2:3]3)=[N:13][CH:14]=2)[CH2:19][CH2:20][CH2:21][CH2:22]1. The catalyst class is: 58. (2) Reactant: Cl.[NH2:2][CH2:3][CH2:4][C:5]([O:7][CH2:8][CH3:9])=[O:6].[CH3:10][C:11]1[CH:30]=[C:29]([N:31]2[CH:35]=[C:34]([C:36]([F:39])([F:38])[F:37])[CH:33]=[N:32]2)[CH:28]=[CH:27][C:12]=1[O:13][CH:14]([C:18]1[CH:26]=[CH:25][C:21]([C:22](O)=[O:23])=[CH:20][CH:19]=1)[CH2:15][CH2:16][CH3:17].C1C=C2N=NN(O)C2=CC=1.O.CCN(C(C)C)C(C)C.CCN=C=NCCCN(C)C.Cl. Product: [CH3:10][C:11]1[CH:30]=[C:29]([N:31]2[CH:35]=[C:34]([C:36]([F:37])([F:39])[F:38])[CH:33]=[N:32]2)[CH:28]=[CH:27][C:12]=1[O:13][CH:14]([C:18]1[CH:19]=[CH:20][C:21]([C:22]([NH:2][CH2:3][CH2:4][C:5]([O:7][CH2:8][CH3:9])=[O:6])=[O:23])=[CH:25][CH:26]=1)[CH2:15][CH2:16][CH3:17]. The catalyst class is: 476. (3) Reactant: [NH2:1][C:2]1[C:9]([O:10][CH3:11])=[C:8]([F:12])[C:7](Br)=[C:6]([CH3:14])[C:3]=1[C:4]#[N:5].[C:15]1(B(O)O)[CH:20]=[CH:19][CH:18]=[CH:17][CH:16]=1.P([O-])([O-])([O-])=O.[K+].[K+].[K+]. Product: [NH2:1][C:2]1[C:9]([O:10][CH3:11])=[C:8]([F:12])[C:7]([C:15]2[CH:20]=[CH:19][CH:18]=[CH:17][CH:16]=2)=[C:6]([CH3:14])[C:3]=1[C:4]#[N:5]. The catalyst class is: 70. (4) Reactant: [OH:1][C:2]1[CH:3]=[C:4]([CH:12]=[C:13]([NH:15][C:16]2[NH:17][CH2:18][CH:19]([OH:22])[CH2:20][N:21]=2)[CH:14]=1)[C:5]([NH:7][CH2:8][C:9]([OH:11])=O)=[O:6].Cl.[NH2:24][C@H:25]([C:32]1[CH:37]=[C:36]([C:38]2([C:42]#[N:43])[CH2:41][CH2:40][CH2:39]2)[CH:35]=[C:34]([Cl:44])[CH:33]=1)[CH2:26][C:27]([O:29][CH2:30][CH3:31])=[O:28].O.ON1C2C=CC=CC=2N=N1. Product: [Cl:44][C:34]1[CH:33]=[C:32]([C@@H:25]([NH:24][C:9](=[O:11])[CH2:8][NH:7][C:5](=[O:6])[C:4]2[CH:12]=[C:13]([NH:15][C:16]3[NH:17][CH2:18][CH:19]([OH:22])[CH2:20][N:21]=3)[CH:14]=[C:2]([OH:1])[CH:3]=2)[CH2:26][C:27]([O:29][CH2:30][CH3:31])=[O:28])[CH:37]=[C:36]([C:38]2([C:42]#[N:43])[CH2:41][CH2:40][CH2:39]2)[CH:35]=1. The catalyst class is: 85. (5) Reactant: [Br:1][CH2:2][C:3]([C:5]1[CH:10]=[CH:9][C:8]([OH:11])=[CH:7][CH:6]=1)=[O:4].[CH3:12][C:13]1[N:14]=[CH:15][S:16][C:17]=1[CH3:18].COC(C)(C)C. Product: [Br-:1].[OH:11][C:8]1[CH:9]=[CH:10][C:5]([C:3](=[O:4])[CH2:2][N+:14]2[C:13]([CH3:12])=[C:17]([CH3:18])[S:16][CH:15]=2)=[CH:6][CH:7]=1. The catalyst class is: 10. (6) Reactant: Cl[C:2]1[C:11]2=[N:12][N:13](CC3C=CC(OC)=CC=3)[CH:14]=[C:10]2[C:9]2[CH:8]=[C:7]([O:24][CH3:25])[CH:6]=[CH:5][C:4]=2[N:3]=1.[NH2:26][C:27]1[CH:32]=[CH:31][C:30]([NH:33][C:34](=[O:42])[C:35]2[CH:40]=[CH:39][C:38]([F:41])=[CH:37][CH:36]=2)=[CH:29][CH:28]=1.Cl. Product: [F:41][C:38]1[CH:39]=[CH:40][C:35]([C:34]([NH:33][C:30]2[CH:31]=[CH:32][C:27]([NH:26][C:2]3[C:11]4=[N:12][NH:13][CH:14]=[C:10]4[C:9]4[CH:8]=[C:7]([O:24][CH3:25])[CH:6]=[CH:5][C:4]=4[N:3]=3)=[CH:28][CH:29]=2)=[O:42])=[CH:36][CH:37]=1. The catalyst class is: 71. (7) Reactant: [CH2:1](Br)[C:2]1[CH:7]=[CH:6][CH:5]=[CH:4][CH:3]=1.[Br:9][C:10]1[CH:15]=[CH:14][C:13]([C:16]2([OH:22])[CH2:21][CH2:20][NH:19][CH2:18][CH2:17]2)=[CH:12][CH:11]=1.C([O-])([O-])=O.[K+].[K+]. Product: [Br:9][C:10]1[CH:15]=[CH:14][C:13]([C:16]2([OH:22])[CH2:17][CH2:18][N:19]([CH2:1][C:2]3[CH:7]=[CH:6][CH:5]=[CH:4][CH:3]=3)[CH2:20][CH2:21]2)=[CH:12][CH:11]=1. The catalyst class is: 3.